Dataset: NCI-60 drug combinations with 297,098 pairs across 59 cell lines. Task: Regression. Given two drug SMILES strings and cell line genomic features, predict the synergy score measuring deviation from expected non-interaction effect. (1) Drug 1: COC1=CC(=CC(=C1O)OC)C2C3C(COC3=O)C(C4=CC5=C(C=C24)OCO5)OC6C(C(C7C(O6)COC(O7)C8=CC=CS8)O)O. Drug 2: CN(CCCl)CCCl.Cl. Cell line: OVCAR-8. Synergy scores: CSS=7.10, Synergy_ZIP=-0.826, Synergy_Bliss=-0.884, Synergy_Loewe=-17.4, Synergy_HSA=-1.03. (2) Drug 1: C1=NC2=C(N1)C(=S)N=C(N2)N. Drug 2: COC1=C2C(=CC3=C1OC=C3)C=CC(=O)O2. Cell line: A498. Synergy scores: CSS=13.3, Synergy_ZIP=-2.46, Synergy_Bliss=0.955, Synergy_Loewe=-7.65, Synergy_HSA=-2.01. (3) Drug 1: CC(C1=C(C=CC(=C1Cl)F)Cl)OC2=C(N=CC(=C2)C3=CN(N=C3)C4CCNCC4)N. Drug 2: CCC1(CC2CC(C3=C(CCN(C2)C1)C4=CC=CC=C4N3)(C5=C(C=C6C(=C5)C78CCN9C7C(C=CC9)(C(C(C8N6C)(C(=O)OC)O)OC(=O)C)CC)OC)C(=O)OC)O.OS(=O)(=O)O. Cell line: HT29. Synergy scores: CSS=68.6, Synergy_ZIP=2.14, Synergy_Bliss=6.96, Synergy_Loewe=-3.53, Synergy_HSA=5.95. (4) Drug 1: CC1C(C(CC(O1)OC2CC(OC(C2O)C)OC3=CC4=CC5=C(C(=O)C(C(C5)C(C(=O)C(C(C)O)O)OC)OC6CC(C(C(O6)C)O)OC7CC(C(C(O7)C)O)OC8CC(C(C(O8)C)O)(C)O)C(=C4C(=C3C)O)O)O)O. Drug 2: CN(C(=O)NC(C=O)C(C(C(CO)O)O)O)N=O. Cell line: U251. Synergy scores: CSS=44.5, Synergy_ZIP=-0.974, Synergy_Bliss=-1.33, Synergy_Loewe=-20.3, Synergy_HSA=-0.432. (5) Drug 1: CC1=CC=C(C=C1)C2=CC(=NN2C3=CC=C(C=C3)S(=O)(=O)N)C(F)(F)F. Drug 2: CC1=C(N=C(N=C1N)C(CC(=O)N)NCC(C(=O)N)N)C(=O)NC(C(C2=CN=CN2)OC3C(C(C(C(O3)CO)O)O)OC4C(C(C(C(O4)CO)O)OC(=O)N)O)C(=O)NC(C)C(C(C)C(=O)NC(C(C)O)C(=O)NCCC5=NC(=CS5)C6=NC(=CS6)C(=O)NCCC[S+](C)C)O. Cell line: OVCAR-4. Synergy scores: CSS=12.5, Synergy_ZIP=-0.278, Synergy_Bliss=1.95, Synergy_Loewe=-2.07, Synergy_HSA=1.38. (6) Drug 1: CC(C1=C(C=CC(=C1Cl)F)Cl)OC2=C(N=CC(=C2)C3=CN(N=C3)C4CCNCC4)N. Drug 2: CC1C(C(=O)NC(C(=O)N2CCCC2C(=O)N(CC(=O)N(C(C(=O)O1)C(C)C)C)C)C(C)C)NC(=O)C3=C4C(=C(C=C3)C)OC5=C(C(=O)C(=C(C5=N4)C(=O)NC6C(OC(=O)C(N(C(=O)CN(C(=O)C7CCCN7C(=O)C(NC6=O)C(C)C)C)C)C(C)C)C)N)C. Cell line: PC-3. Synergy scores: CSS=9.26, Synergy_ZIP=5.73, Synergy_Bliss=9.13, Synergy_Loewe=9.39, Synergy_HSA=8.56. (7) Drug 1: C1=CC(=CC=C1CCC2=CNC3=C2C(=O)NC(=N3)N)C(=O)NC(CCC(=O)O)C(=O)O. Drug 2: CC1CCC2CC(C(=CC=CC=CC(CC(C(=O)C(C(C(=CC(C(=O)CC(OC(=O)C3CCCCN3C(=O)C(=O)C1(O2)O)C(C)CC4CCC(C(C4)OC)O)C)C)O)OC)C)C)C)OC. Cell line: MDA-MB-435. Synergy scores: CSS=21.1, Synergy_ZIP=-5.18, Synergy_Bliss=-2.81, Synergy_Loewe=-1.11, Synergy_HSA=0.269.